From a dataset of CYP2D6 inhibition data for predicting drug metabolism from PubChem BioAssay. Regression/Classification. Given a drug SMILES string, predict its absorption, distribution, metabolism, or excretion properties. Task type varies by dataset: regression for continuous measurements (e.g., permeability, clearance, half-life) or binary classification for categorical outcomes (e.g., BBB penetration, CYP inhibition). Dataset: cyp2d6_veith. (1) The molecule is Cc1ccc(CCCC(=O)O)cc1C. The result is 0 (non-inhibitor). (2) The molecule is O=[N+]([O-])c1ccc(O[C@H]2O[C@@H](CO)[C@@H](O)[C@@H](O)[C@@H]2F)c([N+](=O)[O-])c1. The result is 0 (non-inhibitor). (3) The compound is Cc1cc(C)c(S(=O)(=O)NCC23C=CC(O2)C2C(=O)N(c4ccccc4)C(=O)C23)c(C)c1. The result is 0 (non-inhibitor).